Dataset: Reaction yield outcomes from USPTO patents with 853,638 reactions. Task: Predict the reaction yield, written as a fraction of the theoretical maximum amount of product (1.0 means a 100% yield; for example, 0.34 means a 34% yield). The reactants are [CH2:1]([NH:8][CH2:9][C:10]([O:12][CH2:13][CH3:14])=[O:11])[C:2]1[CH:7]=[CH:6][CH:5]=[CH:4][CH:3]=1.[CH:15](=O)[C:16]1[CH:21]=[CH:20][CH:19]=[C:18]([O:22][CH3:23])[CH:17]=1.C(O)(=O)C.C([BH3-])#N.[Na+]. The catalyst is CO. The product is [CH2:13]([O:12][C:10](=[O:11])[CH2:9][N:8]([CH2:1][C:2]1[CH:7]=[CH:6][CH:5]=[CH:4][CH:3]=1)[CH2:15][C:16]1[CH:21]=[CH:20][CH:19]=[C:18]([O:22][CH3:23])[CH:17]=1)[CH3:14]. The yield is 0.850.